From a dataset of Full USPTO retrosynthesis dataset with 1.9M reactions from patents (1976-2016). Predict the reactants needed to synthesize the given product. (1) Given the product [F:2][C:3]1[CH:4]=[CH:5][C:6]([CH3:11])=[C:7]([N:9]2[C:18]([OH:26])=[CH:19][C:20]([C:21]([O:23][CH2:24][CH3:25])=[O:22])=[N:10]2)[CH:8]=1, predict the reactants needed to synthesize it. The reactants are: Cl.[F:2][C:3]1[CH:4]=[CH:5][C:6]([CH3:11])=[C:7]([NH:9][NH2:10])[CH:8]=1.C(=O)([O-])[O-].[K+].[K+].[C:18](OCC)(=[O:26])[C:19]#[C:20][C:21]([O:23][CH2:24][CH3:25])=[O:22].Cl. (2) Given the product [Cl:1][C:2]1[CH:3]=[C:4]2[C:8](=[CH:9][CH:10]=1)[N:7]([CH2:28][CH:29]1[CH2:31][CH2:30]1)[CH:6]=[C:5]2[C:11]1[O:12][CH:13]=[C:14]([C:16]([O:18][CH2:19][CH3:20])=[O:17])[N:15]=1, predict the reactants needed to synthesize it. The reactants are: [Cl:1][C:2]1[CH:3]=[C:4]2[C:8](=[CH:9][CH:10]=1)[NH:7][CH:6]=[C:5]2[C:11]1[O:12][CH:13]=[C:14]([C:16]([O:18][CH2:19][CH3:20])=[O:17])[N:15]=1.C(=O)([O-])[O-].[K+].[K+].Br[CH2:28][CH:29]1[CH2:31][CH2:30]1. (3) Given the product [Br:7][C:8]1[C:9]([F:17])=[C:10]([CH:14]=[CH:15][CH:16]=1)[C:11]([NH:25][C:24]1[CH:26]=[CH:27][C:21]([O:20][C:19]([F:18])([F:28])[F:29])=[CH:22][CH:23]=1)=[O:13], predict the reactants needed to synthesize it. The reactants are: C(Cl)(=O)C(Cl)=O.[Br:7][C:8]1[C:9]([F:17])=[C:10]([CH:14]=[CH:15][CH:16]=1)[C:11]([OH:13])=O.[F:18][C:19]([F:29])([F:28])[O:20][C:21]1[CH:27]=[CH:26][C:24]([NH2:25])=[CH:23][CH:22]=1.CCN(C(C)C)C(C)C.C([O-])(O)=O.[Na+]. (4) Given the product [C-:3]#[O+:4].[C-:3]#[O+:4].[C-:3]#[O+:4].[C-:3]#[O+:4].[Ni:8], predict the reactants needed to synthesize it. The reactants are: [C]=O.[C:3](=O)=[O:4].[H][H].[Ni:8]. (5) Given the product [CH2:1]([O:5][CH2:6][CH2:7][O:8][C:9]1[CH:10]=[CH:11][C:12]([C:15]2[CH:16]=[CH:17][C:18]3[N:25]([CH2:26][CH:27]([CH3:28])[CH3:29])[CH2:24][CH2:23][CH2:22][C:21]([C:30]([NH:32][C:33]4[CH:34]=[CH:35][C:36]([S:39]([CH2:40][C:41]5[N:42]([CH2:46][CH2:47][CH3:48])[CH:43]=[CH:44][N:45]=5)=[O:58])=[CH:37][CH:38]=4)=[O:31])=[CH:20][C:19]=3[CH:49]=2)=[CH:13][CH:14]=1)[CH2:2][CH2:3][CH3:4], predict the reactants needed to synthesize it. The reactants are: [CH2:1]([O:5][CH2:6][CH2:7][O:8][C:9]1[CH:14]=[CH:13][C:12]([C:15]2[CH:16]=[CH:17][C:18]3[N:25]([CH2:26][CH:27]([CH3:29])[CH3:28])[CH2:24][CH2:23][CH2:22][C:21]([C:30]([NH:32][C:33]4[CH:38]=[CH:37][C:36]([S:39][CH2:40][C:41]5[N:42]([CH2:46][CH2:47][CH3:48])[CH:43]=[CH:44][N:45]=5)=[CH:35][CH:34]=4)=[O:31])=[CH:20][C:19]=3[CH:49]=2)=[CH:11][CH:10]=1)[CH2:2][CH2:3][CH3:4].ClC1C=CC=C(C(OO)=[O:58])C=1.CSC.O.